This data is from NCI-60 drug combinations with 297,098 pairs across 59 cell lines. The task is: Regression. Given two drug SMILES strings and cell line genomic features, predict the synergy score measuring deviation from expected non-interaction effect. (1) Drug 1: C1=CN(C(=O)N=C1N)C2C(C(C(O2)CO)O)O.Cl. Drug 2: C1=CC=C(C=C1)NC(=O)CCCCCCC(=O)NO. Cell line: KM12. Synergy scores: CSS=20.0, Synergy_ZIP=-7.00, Synergy_Bliss=3.02, Synergy_Loewe=-8.03, Synergy_HSA=0.799. (2) Drug 1: CN1CCC(CC1)COC2=C(C=C3C(=C2)N=CN=C3NC4=C(C=C(C=C4)Br)F)OC. Drug 2: C1CN(P(=O)(OC1)NCCCl)CCCl. Cell line: HOP-62. Synergy scores: CSS=1.89, Synergy_ZIP=0.0801, Synergy_Bliss=-2.50, Synergy_Loewe=-4.46, Synergy_HSA=-3.34.